From a dataset of Catalyst prediction with 721,799 reactions and 888 catalyst types from USPTO. Predict which catalyst facilitates the given reaction. Reactant: [NH2:1][CH:2]([CH2:5][OH:6])[CH2:3][OH:4].[O-2].[Mg+2].[Cl:9][C:10]1[S:14][C:13]([S:15](Cl)(=[O:17])=[O:16])=[CH:12][C:11]=1[N+:19]([O-:21])=[O:20]. Product: [OH:4][CH2:3][CH:2]([NH:1][S:15]([C:13]1[S:14][C:10]([Cl:9])=[C:11]([N+:19]([O-:21])=[O:20])[CH:12]=1)(=[O:17])=[O:16])[CH2:5][OH:6]. The catalyst class is: 90.